This data is from Full USPTO retrosynthesis dataset with 1.9M reactions from patents (1976-2016). The task is: Predict the reactants needed to synthesize the given product. (1) Given the product [Br:1][C:2]1[CH:3]=[C:4]2[C:8](=[C:9]([C:11]([NH2:13])=[O:12])[CH:10]=1)[NH:7][CH:6]=[C:5]2[CH:14]1[CH2:19][CH2:18][N:17]([S:23]([CH2:20][CH2:21][CH3:22])(=[O:25])=[O:24])[CH2:16][CH2:15]1, predict the reactants needed to synthesize it. The reactants are: [Br:1][C:2]1[CH:3]=[C:4]2[C:8](=[C:9]([C:11]([NH2:13])=[O:12])[CH:10]=1)[NH:7][CH:6]=[C:5]2[CH:14]1[CH2:19][CH2:18][NH:17][CH2:16][CH2:15]1.[CH2:20]([S:23](Cl)(=[O:25])=[O:24])[CH2:21][CH3:22]. (2) Given the product [F:19][C:13]1[CH:12]=[C:11]([C:7](=[C:8]([CH3:10])[CH3:9])[CH2:6][C:5]([OH:24])([C:20]([F:22])([F:23])[F:21])[CH:4]=[O:3])[CH:16]=[CH:15][C:14]=1[O:17][CH3:18], predict the reactants needed to synthesize it. The reactants are: C([O:3][C:4](=O)[C:5]([OH:24])([C:20]([F:23])([F:22])[F:21])[CH2:6][C:7]([C:11]1[CH:16]=[CH:15][C:14]([O:17][CH3:18])=[C:13]([F:19])[CH:12]=1)=[C:8]([CH3:10])[CH3:9])C.[H-].[Al+3].[Li+].[H-].[H-].[H-].[Cl-].[NH4+].